Task: Binary Classification. Given a miRNA mature sequence and a target amino acid sequence, predict their likelihood of interaction.. Dataset: Experimentally validated miRNA-target interactions with 360,000+ pairs, plus equal number of negative samples The miRNA is hsa-miR-633 with sequence CUAAUAGUAUCUACCACAAUAAA. The protein sequence of the target gene is MDTEPNPGTSSVSTTTSSTTTTTITTSSSRMQQPQISVYSGSDRHAVQVIQQALHRPPSSAAQYLQQMYAAQQQHLMLHTAALQQQHLSSSQLQSLAAVQASLSSGRPSTSPTGSVTQQSSMSQTSINLSTSPTPAQLISRSQASSSTSGSITQQTMLLGSTSPTLTASQAQMYLRAQMLIFTPATTVAAVQSDIPVVSSSSSSSCQSAATQVQNLTLRSQKLGVLSSSQNGPPKSTSQTQSLTICHNKTTVTSSKISQRDPSPESNKKGESPSLESRSTAVTRTSSIHQLIAPASYSPI.... Result: 1 (interaction).